This data is from Catalyst prediction with 721,799 reactions and 888 catalyst types from USPTO. The task is: Predict which catalyst facilitates the given reaction. (1) Reactant: ClC1C=CC=C(C(OO)=[O:9])C=1.[N+:12]([C:15]1[CH:20]=[CH:19][C:18]([CH2:21][N:22]2[CH2:27][CH2:26][S:25][CH2:24][CH2:23]2)=[CH:17][CH:16]=1)([O-:14])=[O:13]. Product: [N+:12]([C:15]1[CH:16]=[CH:17][C:18]([CH2:21][N:22]2[CH2:27][CH2:26][S:25](=[O:9])[CH2:24][CH2:23]2)=[CH:19][CH:20]=1)([O-:14])=[O:13]. The catalyst class is: 4. (2) Reactant: ClC1C=C(C2C=CC([NH:14][C:15]([NH:17][C:18]3[CH:23]=[CH:22][C:21]([O:24][C:25]4[CH:30]=[CH:29][N:28]=[C:27]([NH:31][CH2:32][CH2:33][CH2:34][CH2:35][N:36]([CH3:38])[CH3:37])[N:26]=4)=[CH:20][C:19]=3[CH3:39])=[O:16])=CC=2C(F)(F)F)C=CC=1.[Br:44][C:45]1[CH:50]=[CH:49][C:48]([C:51]2[CH:56]=[CH:55][C:54](N)=[CH:53][C:52]=2[C:58]([F:61])([F:60])[F:59])=[CH:47][CH:46]=1. The catalyst class is: 61. Product: [Br:44][C:45]1[CH:46]=[CH:47][C:48]([C:51]2[CH:56]=[CH:55][CH:54]=[C:53]([NH:14][C:15]([NH:17][C:18]3[CH:23]=[CH:22][C:21]([O:24][C:25]4[CH:30]=[CH:29][N:28]=[C:27]([NH:31][CH2:32][CH2:33][CH2:34][CH2:35][N:36]([CH3:38])[CH3:37])[N:26]=4)=[CH:20][C:19]=3[CH3:39])=[O:16])[C:52]=2[C:58]([F:59])([F:60])[F:61])=[CH:49][CH:50]=1. (3) Reactant: [CH3:1][Si:2](Cl)([CH3:4])[CH3:3].[OH:6][C@@H:7]1[CH2:11][CH2:10][NH:9][C:8]1=[O:12].C1(C)C(C)=CC=CC=1.C[Si](C)(C)N[Si](C)(C)C. Product: [CH3:1][Si:2]([CH3:4])([CH3:3])[O:6][C@@H:7]1[CH2:11][CH2:10][NH:9][C:8]1=[O:12]. The catalyst class is: 8. (4) Reactant: N1C=CN=C1.[Si:6](Cl)([C:9]([CH3:12])([CH3:11])[CH3:10])([CH3:8])[CH3:7].[I:14][C:15]1[CH:20]=[CH:19][C:18]([NH:21][CH2:22][CH2:23][OH:24])=[CH:17][CH:16]=1.O.ClCCl. Product: [Si:6]([O:24][CH2:23][CH2:22][NH:21][C:18]1[CH:19]=[CH:20][C:15]([I:14])=[CH:16][CH:17]=1)([C:9]([CH3:12])([CH3:11])[CH3:10])([CH3:8])[CH3:7]. The catalyst class is: 7.